From a dataset of Forward reaction prediction with 1.9M reactions from USPTO patents (1976-2016). Predict the product of the given reaction. (1) The product is: [CH2:22]([C@H:9]([NH:8][C:49]([C@@H:48]([NH:52][C:53]([C@@H:54]([NH:56][C:57]([C:59]1[CH2:60][C:61]2[C:66]([C:67]=1[CH3:68])=[CH:65][CH:64]=[CH:63][CH:62]=2)=[O:58])[CH3:55])=[O:69])[CH2:47][C:40]1[C:41]2[C:46](=[CH:45][CH:44]=[CH:43][CH:42]=2)[NH:38][CH:39]=1)=[O:50])[CH:10]([C:11](=[O:12])[NH:13][CH2:14][C:15]1[CH:20]=[CH:19][CH:18]=[CH:17][CH:16]=1)[OH:21])[C:23]1[CH:28]=[CH:27][CH:26]=[CH:25][CH:24]=1. Given the reactants FC(F)(F)C(O)=O.[NH2:8][CH:9]([CH2:22][C:23]1[CH:28]=[CH:27][CH:26]=[CH:25][CH:24]=1)[C@H:10]([OH:21])[C:11]([NH:13][CH2:14][C:15]1[CH:20]=[CH:19][CH:18]=[CH:17][CH:16]=1)=[O:12].C(N(CC)C(C)C)(C)C.[NH:38]1[C:46]2[C:41](=[CH:42][CH:43]=[CH:44][CH:45]=2)[C:40]([CH2:47][C@H:48]([NH:52][C:53](=[O:69])[C@@H:54]([NH:56][C:57]([C:59]2[CH2:60][C:61]3[C:66]([C:67]=2[CH3:68])=[CH:65][CH:64]=[CH:63][CH:62]=3)=[O:58])[CH3:55])[C:49](O)=[O:50])=[CH:39]1.CN(C(ON1N=NC2C=CC=NC1=2)=[N+](C)C)C.F[P-](F)(F)(F)(F)F, predict the reaction product. (2) Given the reactants [C:1]1([C@H:7]([NH2:10])[CH2:8]O)[CH:6]=[CH:5][CH:4]=[CH:3][CH:2]=1.[Cl-].ClC[C@@H]([NH3+])C1C=CC=CC=1.[CH3:22][C:23]1[CH:28]=[C:27]([N+:29]([O-:31])=[O:30])[CH:26]=[CH:25][C:24]=1[N:32]=[C:33]=[S:34].[Cl-].ClC[C@@H]([NH3+])CC1C=CC=CC=1, predict the reaction product. The product is: [CH3:22][C:23]1[CH:28]=[C:27]([N+:29]([O-:31])=[O:30])[CH:26]=[CH:25][C:24]=1[N:32]=[C:33]1[NH:10][C@@H:7]([C:1]2[CH:6]=[CH:5][CH:4]=[CH:3][CH:2]=2)[CH2:8][S:34]1.